From a dataset of Full USPTO retrosynthesis dataset with 1.9M reactions from patents (1976-2016). Predict the reactants needed to synthesize the given product. Given the product [CH3:1][C:2]([S:5]([N:7]=[C:10]1[CH2:11][O:8][CH2:9]1)=[O:6])([CH3:4])[CH3:3], predict the reactants needed to synthesize it. The reactants are: [CH3:1][C:2]([S:5]([NH2:7])=[O:6])([CH3:4])[CH3:3].[O:8]1[CH2:11][C:10](=O)[CH2:9]1.